Predict the product of the given reaction. From a dataset of Forward reaction prediction with 1.9M reactions from USPTO patents (1976-2016). (1) The product is: [F:1][C:2]1[C:12]2[CH2:11][CH2:10][C:9]3[CH:13]=[CH:14][CH:15]=[CH:16][C:8]=3[CH:7]([CH2:17][C:18]3[CH:19]=[C:20]([NH:24][S:25]([CH3:28])(=[O:27])=[O:26])[CH:21]=[CH:22][CH:23]=3)[C:6]=2[CH:5]=[CH:4][CH:3]=1. Given the reactants [F:1][C:2]1[C:12]2[CH2:11][CH2:10][C:9]3[CH:13]=[CH:14][CH:15]=[CH:16][C:8]=3[C:7](=[CH:17][C:18]3[CH:19]=[C:20]([NH:24][S:25]([CH3:28])(=[O:27])=[O:26])[CH:21]=[CH:22][CH:23]=3)[C:6]=2[CH:5]=[CH:4][CH:3]=1, predict the reaction product. (2) Given the reactants FC(F)(F)C(O)=O.[C:8]([C:10]1[CH:11]=[C:12]2[C:16](=[CH:17][CH:18]=1)[N:15]([S:19]([C:22]1[CH:27]=[CH:26][C:25]([O:28][CH3:29])=[CH:24][C:23]=1[O:30][CH3:31])(=[O:21])=[O:20])[C:14](=[O:32])[C:13]2([NH:42][C:43]([N:45]1[CH2:48][C:47]2([CH2:51][N:50]([CH:52]3[CH2:57][CH2:56][NH:55][CH2:54][CH2:53]3)[CH2:49]2)[CH2:46]1)=[O:44])[C:33]1[C:34]([O:39][CH2:40][CH3:41])=[N:35][CH:36]=[CH:37][CH:38]=1)#[N:9].[CH3:58][C:59](=O)[CH3:60].[B-]C#N.[Na+].C([O-])([O-])=O.[K+].[K+], predict the reaction product. The product is: [C:8]([C:10]1[CH:11]=[C:12]2[C:16](=[CH:17][CH:18]=1)[N:15]([S:19]([C:22]1[CH:27]=[CH:26][C:25]([O:28][CH3:29])=[CH:24][C:23]=1[O:30][CH3:31])(=[O:20])=[O:21])[C:14](=[O:32])[C:13]2([NH:42][C:43]([N:45]1[CH2:46][C:47]2([CH2:49][N:50]([CH:52]3[CH2:53][CH2:54][N:55]([CH:59]([CH3:60])[CH3:58])[CH2:56][CH2:57]3)[CH2:51]2)[CH2:48]1)=[O:44])[C:33]1[C:34]([O:39][CH2:40][CH3:41])=[N:35][CH:36]=[CH:37][CH:38]=1)#[N:9].